Predict the product of the given reaction. From a dataset of Forward reaction prediction with 1.9M reactions from USPTO patents (1976-2016). (1) The product is: [C:1]([S:4][CH2:5][C:6]1[CH:7]=[C:8]2[CH:14]=[CH:13][S:12][C:9]2=[N:10][CH:11]=1)(=[O:3])[CH3:2]. Given the reactants [C:1]([S:4][CH2:5][C:6]1[CH:7]=[C:8]2[CH:14]=[C:13](Cl)[S:12](=S)[C:9]2=[N:10][CH:11]=1)(=[O:3])[CH3:2].OCC1C=C2C=CSC2=NC=1, predict the reaction product. (2) Given the reactants C(NC1C=C(OC)C=CC=1C1CCC2C=C(OC(=O)C(C)(C)C)C=CC=2C1)C.CN1CCC(OC2C=CC(C=O)=CC=2)CC1.[CH2:45]([N:47]([CH2:73][C:74]1[CH:79]=[CH:78][C:77]([O:80][CH:81]2[CH2:86][CH2:85][N:84]([CH3:87])[CH2:83][CH2:82]2)=[CH:76][CH:75]=1)[C:48]1[CH:53]=[C:52]([O:54][CH3:55])[CH:51]=[CH:50][C:49]=1[CH:56]1[CH2:65][CH2:64][C:63]2[CH:62]=[C:61]([O:66]C(=O)C(C)(C)C)[CH:60]=[CH:59][C:58]=2[CH2:57]1)[CH3:46], predict the reaction product. The product is: [CH2:45]([N:47]([CH2:73][C:74]1[CH:75]=[CH:76][C:77]([O:80][CH:81]2[CH2:86][CH2:85][N:84]([CH3:87])[CH2:83][CH2:82]2)=[CH:78][CH:79]=1)[C:48]1[CH:53]=[C:52]([O:54][CH3:55])[CH:51]=[CH:50][C:49]=1[CH:56]1[CH2:65][CH2:64][C:63]2[CH:62]=[C:61]([OH:66])[CH:60]=[CH:59][C:58]=2[CH2:57]1)[CH3:46]. (3) Given the reactants [C:1]([O:5][C:6]([N:8]1[CH2:12][CH2:11][CH2:10][CH:9]1[CH:13]=[O:14])=[O:7])([CH3:4])([CH3:3])[CH3:2].[C:15]1([CH:21]([Mg]Br)[CH2:22][CH2:23][CH2:24][CH2:25][C:26]2[CH:31]=[CH:30][CH:29]=[CH:28][CH:27]=2)[CH:20]=[CH:19][CH:18]=[CH:17][CH:16]=1.Cl, predict the reaction product. The product is: [C:1]([O:5][C:6]([N:8]1[CH2:12][CH2:11][CH2:10][CH:9]1[CH:13]([OH:14])[CH:23]([CH2:22][CH2:21][C:15]1[CH:16]=[CH:17][CH:18]=[CH:19][CH:20]=1)[CH2:24][CH2:25][C:26]1[CH:31]=[CH:30][CH:29]=[CH:28][CH:27]=1)=[O:7])([CH3:4])([CH3:3])[CH3:2]. (4) Given the reactants [CH3:1][CH:2]([O:4][C:5]1[CH:13]=[C:12]2[C:8]([CH:9]=[N:10][NH:11]2)=[CH:7][C:6]=1[NH:14][C:15]1[C:16]2[C:23]3[CH2:24][CH2:25][CH:26]([C:28]([OH:30])=O)[CH2:27][C:22]=3[S:21][C:17]=2[N:18]=[CH:19][N:20]=1)[CH3:3].C(O)(=O)C(O)=O.[CH2:37]1[C:40]2([CH2:43][NH:42][CH2:41]2)[CH2:39][O:38]1, predict the reaction product. The product is: [CH2:37]1[C:40]2([CH2:43][N:42]([C:28]([CH:26]3[CH2:25][CH2:24][C:23]4[C:16]5[C:15]([NH:14][C:6]6[CH:7]=[C:8]7[C:12](=[CH:13][C:5]=6[O:4][CH:2]([CH3:1])[CH3:3])[NH:11][N:10]=[CH:9]7)=[N:20][CH:19]=[N:18][C:17]=5[S:21][C:22]=4[CH2:27]3)=[O:30])[CH2:41]2)[CH2:39][O:38]1. (5) Given the reactants [OH:1][CH:2]1[CH2:5][N:4]([C:6]2[S:7][CH:8]=[C:9]([C:11](=[O:32])[NH:12][CH:13]3[CH2:18][CH2:17][N:16]([C:19]([O:21][CH2:22][C:23]4[CH:28]=[CH:27][C:26]([N+:29]([O-:31])=[O:30])=[CH:25][CH:24]=4)=[O:20])[CH2:15][CH2:14]3)[N:10]=2)[CH2:3]1.[CH3:33][S:34](Cl)(=[O:36])=[O:35].C(N(CC)CC)C, predict the reaction product. The product is: [CH3:33][S:34]([O:1][CH:2]1[CH2:3][N:4]([C:6]2[S:7][CH:8]=[C:9]([C:11](=[O:32])[NH:12][CH:13]3[CH2:18][CH2:17][N:16]([C:19]([O:21][CH2:22][C:23]4[CH:28]=[CH:27][C:26]([N+:29]([O-:31])=[O:30])=[CH:25][CH:24]=4)=[O:20])[CH2:15][CH2:14]3)[N:10]=2)[CH2:5]1)(=[O:36])=[O:35]. (6) Given the reactants [C:1]([O:5][C:6]([N:8]1[CH2:13][CH2:12][C:11]([C:14]2[CH:19]=[CH:18][C:17]([C:20](=[O:22])[NH2:21])=[C:16]([C:23]3[CH:28]=[CH:27][C:26]([C:29]([O:31][CH3:32])=[O:30])=[CH:25][CH:24]=3)[N:15]=2)=[CH:10][CH2:9]1)=[O:7])([CH3:4])([CH3:3])[CH3:2], predict the reaction product. The product is: [C:1]([O:5][C:6]([N:8]1[CH2:9][CH2:10][CH:11]([C:14]2[CH:19]=[CH:18][C:17]([C:20](=[O:22])[NH2:21])=[C:16]([C:23]3[CH:28]=[CH:27][C:26]([C:29]([O:31][CH3:32])=[O:30])=[CH:25][CH:24]=3)[N:15]=2)[CH2:12][CH2:13]1)=[O:7])([CH3:4])([CH3:3])[CH3:2].